From a dataset of Full USPTO retrosynthesis dataset with 1.9M reactions from patents (1976-2016). Predict the reactants needed to synthesize the given product. (1) The reactants are: [NH2:1][C:2]1[N:3]=[C:4]2[CH:9]=[CH:8][C:7]([O:10][C:11]3[CH:12]=[C:13]([NH:17][C:18](=[O:29])[C:19]4[CH:24]=[CH:23][CH:22]=[C:21]([C:25]([F:28])([F:27])[F:26])[CH:20]=4)[CH:14]=[CH:15][CH:16]=3)=[N:6][N:5]2[CH:30]=1.I[C:32]1[CH:37]=[CH:36][CH:35]=[CH:34][CH:33]=1.C1(P(C2CCCCC2)C2C=CC=CC=2C2C(C(C)C)=CC(C(C)C)=CC=2C(C)C)CCCCC1.CC(C)([O-])C.[Na+].C(=O)([O-])O.[Na+]. Given the product [NH:1]([C:2]1[N:3]=[C:4]2[CH:9]=[CH:8][C:7]([O:10][C:11]3[CH:12]=[C:13]([NH:17][C:18](=[O:29])[C:19]4[CH:24]=[CH:23][CH:22]=[C:21]([C:25]([F:28])([F:27])[F:26])[CH:20]=4)[CH:14]=[CH:15][CH:16]=3)=[N:6][N:5]2[CH:30]=1)[C:32]1[CH:37]=[CH:36][CH:35]=[CH:34][CH:33]=1, predict the reactants needed to synthesize it. (2) Given the product [Cl:1][C:2]1[CH:3]=[C:4]([CH:21]=[CH:22][CH:23]=1)[O:5][C:6]1[CH:11]=[C:10]([OH:12])[CH:9]=[CH:8][C:7]=1/[CH:14]=[CH:15]/[C:16]([O:18][CH2:19][CH3:20])=[O:17], predict the reactants needed to synthesize it. The reactants are: [Cl:1][C:2]1[CH:3]=[C:4]([CH:21]=[CH:22][CH:23]=1)[O:5][C:6]1[CH:11]=[C:10]([O:12]C)[CH:9]=[CH:8][C:7]=1/[CH:14]=[CH:15]/[C:16]([O:18][CH2:19][CH3:20])=[O:17].B(Br)(Br)Br. (3) Given the product [Br:8][C:6]1[CH:5]=[N:4][CH:3]=[C:2]([C:14]2[CH:15]=[CH:16][C:11]([C:10]([F:21])([F:20])[F:9])=[CH:12][CH:13]=2)[CH:7]=1, predict the reactants needed to synthesize it. The reactants are: Br[C:2]1[CH:3]=[N:4][CH:5]=[C:6]([Br:8])[CH:7]=1.[F:9][C:10]([F:21])([F:20])[C:11]1[CH:16]=[CH:15][C:14](B(O)O)=[CH:13][CH:12]=1. (4) Given the product [CH2:9]([O:16][C:17]([N:19]1[CH:23]([C:24](=[O:43])[NH:25][C:26]2[S:27][CH:28]=[C:29]([C:31]3[CH:32]=[CH:33][C:34]([C:37](=[O:42])[NH:38][CH:39]4[CH2:41][CH2:40]4)=[CH:35][CH:36]=3)[N:30]=2)[CH2:22][S:21][CH:6]1[CH2:5][CH2:4][C:3]([O:2][CH3:1])=[O:8])=[O:18])[C:10]1[CH:15]=[CH:14][CH:13]=[CH:12][CH:11]=1, predict the reactants needed to synthesize it. The reactants are: [CH3:1][O:2][C:3](=[O:8])[CH2:4][CH2:5][CH:6]=O.[CH2:9]([O:16][C:17]([N:19]1[CH:23]([C:24](=[O:43])[NH:25][C:26]2[S:27][CH:28]=[C:29]([C:31]3[CH:36]=[CH:35][C:34]([C:37](=[O:42])[NH:38][CH:39]4[CH2:41][CH2:40]4)=[CH:33][CH:32]=3)[N:30]=2)[CH2:22][S:21]C1C1C=CC=C(CN2CCOCC2)C=1)=[O:18])[C:10]1[CH:15]=[CH:14][CH:13]=[CH:12][CH:11]=1. (5) Given the product [CH:11]([NH:1][N:2]1[C:6]([CH3:7])=[CH:5][CH:4]=[C:3]1[C:8]([NH2:10])=[O:9])=[O:13], predict the reactants needed to synthesize it. The reactants are: [NH2:1][N:2]1[C:6]([CH3:7])=[CH:5][CH:4]=[C:3]1[C:8]([NH2:10])=[O:9].[C:11]([O-])(=[O:13])C.[Na+]. (6) Given the product [CH:41]1([O:40][C:26]2[C:25]([C:23]3[N:24]=[C:20]([C:17]4([F:19])[CH2:18][NH:15][CH2:16]4)[S:21][CH:22]=3)=[CH:34][CH:33]=[C:32]3[C:27]=2[CH2:28][CH2:29][C@H:30]([CH3:39])[N:31]3[C:35]([O:37][CH3:38])=[O:36])[CH2:42][CH2:43][CH2:44]1, predict the reactants needed to synthesize it. The reactants are: FC(F)(F)C(O)=O.C(OC([N:15]1[CH2:18][C:17]([C:20]2[S:21][CH:22]=[C:23]([C:25]3[C:26]([O:40][CH:41]4[CH2:44][CH2:43][CH2:42]4)=[C:27]4[C:32](=[CH:33][CH:34]=3)[N:31]([C:35]([O:37][CH3:38])=[O:36])[C@@H:30]([CH3:39])[CH2:29][CH2:28]4)[N:24]=2)([F:19])[CH2:16]1)=O)(C)(C)C. (7) Given the product [CH3:21][S:22]([O:12][CH2:11][CH2:10][C:9]([C:4]1[CH:5]=[CH:6][C:7]([Cl:8])=[C:2]([Cl:1])[CH:3]=1)=[CH2:13])(=[O:24])=[O:23], predict the reactants needed to synthesize it. The reactants are: [Cl:1][C:2]1[CH:3]=[C:4]([C:9](=[CH2:13])[CH2:10][CH2:11][OH:12])[CH:5]=[CH:6][C:7]=1[Cl:8].C(N(CC)CC)C.[CH3:21][S:22](Cl)(=[O:24])=[O:23]. (8) Given the product [C:40]([C:37]1[CH:38]=[C:39]2[C:34](=[CH:35][C:36]=1[O:42][CH2:43][CH2:44][O:45][CH3:46])[N:33]=[CH:32][CH:31]=[C:30]2[O:29][C:28]1[CH:27]=[CH:26][C:25]([NH:24][C:14]([NH:1][C:2]2[NH:3][CH:4]=[CH:5][N:6]=2)=[O:20])=[CH:48][CH:47]=1)#[N:41], predict the reactants needed to synthesize it. The reactants are: [NH2:1][C:2]1[NH:3][CH:4]=[CH:5][N:6]=1.C(N(CC)CC)C.[C:14]1([O:20]C(Cl)=O)C=CC=CC=1.[NH2:24][C:25]1[CH:48]=[CH:47][C:28]([O:29][C:30]2[C:39]3[C:34](=[CH:35][C:36]([O:42][CH2:43][CH2:44][O:45][CH3:46])=[C:37]([C:40]#[N:41])[CH:38]=3)[N:33]=[CH:32][CH:31]=2)=[CH:27][CH:26]=1. (9) Given the product [C:1]([O:11][C:12]([C:15]([CH2:18][CH2:19][S:20]([NH:30][CH2:29][CH2:28][CH2:27][N:25]([CH3:26])[CH3:24])(=[O:22])=[O:21])([F:17])[F:16])([F:14])[F:13])([C:4]([C:7]([F:10])([F:9])[F:8])([F:6])[F:5])([F:3])[F:2], predict the reactants needed to synthesize it. The reactants are: [C:1]([O:11][C:12]([C:15]([CH2:18][CH2:19][S:20](Cl)(=[O:22])=[O:21])([F:17])[F:16])([F:14])[F:13])([C:4]([C:7]([F:10])([F:9])[F:8])([F:6])[F:5])([F:3])[F:2].[CH3:24][N:25]([CH2:27][CH2:28][CH2:29][NH2:30])[CH3:26].